From a dataset of Full USPTO retrosynthesis dataset with 1.9M reactions from patents (1976-2016). Predict the reactants needed to synthesize the given product. (1) Given the product [ClH:2].[Cl:2][CH2:3][CH2:4][CH2:5][CH:6]([C:18]1[CH:23]=[CH:22][CH:21]=[C:20]([F:24])[CH:19]=1)[C:7]([NH:9][NH2:10])=[O:8], predict the reactants needed to synthesize it. The reactants are: Cl.[Cl:2][CH2:3][CH2:4][CH2:5][CH:6]([C:18]1[CH:23]=[CH:22][CH:21]=[C:20]([F:24])[CH:19]=1)[C:7]([NH:9][NH:10]C(OC(C)(C)C)=O)=[O:8]. (2) Given the product [C:1]([O:5][C:6]([N:8]1[CH2:12][CH2:11][C:10]2([CH2:17][CH2:16][N:15]([S:19]([CH3:18])(=[O:21])=[O:20])[CH2:14][CH2:13]2)[CH2:9]1)=[O:7])([CH3:4])([CH3:2])[CH3:3], predict the reactants needed to synthesize it. The reactants are: [C:1]([O:5][C:6]([N:8]1[CH2:12][CH2:11][C:10]2([CH2:17][CH2:16][NH:15][CH2:14][CH2:13]2)[CH2:9]1)=[O:7])([CH3:4])([CH3:3])[CH3:2].[CH3:18][S:19](Cl)(=[O:21])=[O:20]. (3) Given the product [C:4]([CH2:6][CH2:7][C:8]1[C:9]([CH2:23][CH2:24][CH2:25][CH2:26][CH2:27][CH2:28][O:29][C:30]2[CH:35]=[C:34]([C:36]3[CH:41]=[CH:40][CH:39]=[C:38]([F:42])[CH:37]=3)[CH:33]=[C:32]([C:43]([N:53]3[CH2:58][CH2:57][NH:56][CH2:55][CH2:54]3)=[O:45])[CH:31]=2)=[CH:10][CH:11]=[CH:12][C:13]=1[O:14][CH2:15][CH2:16][CH2:17][C:18]([OH:20])=[O:19])([OH:3])=[O:5], predict the reactants needed to synthesize it. The reactants are: C([O:3][C:4]([CH2:6][CH2:7][C:8]1[C:13]([O:14][CH2:15][CH2:16][CH2:17][C:18]([O:20]CC)=[O:19])=[CH:12][CH:11]=[CH:10][C:9]=1[CH2:23][CH2:24][CH2:25][CH2:26][CH2:27][CH2:28][O:29][C:30]1[CH:31]=[C:32]([C:43]([OH:45])=O)[CH:33]=[C:34]([C:36]2[CH:41]=[CH:40][CH:39]=[C:38]([F:42])[CH:37]=2)[CH:35]=1)=[O:5])C.C(OC([N:53]1[CH2:58][CH2:57][NH:56][CH2:55][CH2:54]1)=O)(C)(C)C.C1CN([P+](Br)(N2CCCC2)N2CCCC2)CC1.F[P-](F)(F)(F)(F)F.C(N(C(C)C)CC)(C)C.[OH-].[Na+].Cl. (4) Given the product [Br:16][C:9]1[CH:8]=[CH:7][N:6]=[C:5]2[O:4][CH2:3][CH2:2][O:1][C:10]=12, predict the reactants needed to synthesize it. The reactants are: [O:1]1[C:10]2[C:5](=[N:6][CH:7]=[CH:8][CH:9]=2)[O:4][CH2:3][CH2:2]1.C([Li])CCC.[Br:16]C(F)(F)C(Br)(F)F. (5) Given the product [C:34]([C:31]1[N:32]=[CH:33][C:28]([O:1][C:2]2[CH:3]=[C:4]([CH:14]=[C:15]([O:17][CH:18]([CH3:20])[CH3:19])[CH:16]=2)[C:5]([NH:7][C:8]2[CH:12]=[CH:11][N:10]([CH3:13])[N:9]=2)=[O:6])=[N:29][CH:30]=1)#[N:35], predict the reactants needed to synthesize it. The reactants are: [OH:1][C:2]1[CH:3]=[C:4]([CH:14]=[C:15]([O:17][CH:18]([CH3:20])[CH3:19])[CH:16]=1)[C:5]([NH:7][C:8]1[CH:12]=[CH:11][N:10]([CH3:13])[N:9]=1)=[O:6].C(=O)([O-])[O-].[K+].[K+].Cl[C:28]1[N:29]=[CH:30][C:31]([C:34]#[N:35])=[N:32][CH:33]=1.C(OCC)C. (6) Given the product [NH2:36][C:37]1([C:41]2[CH:42]=[CH:43][C:44]([C:47]3[C:56](=[O:57])[C:55]4[C:50](=[CH:51][C:52]([C:60]([NH2:61])=[O:62])=[C:53]([O:58][CH3:59])[CH:54]=4)[O:49][C:48]=3[C:63]3[CH:64]=[CH:65][CH:66]=[CH:67][CH:68]=3)=[CH:45][CH:46]=2)[CH2:38][CH2:39][CH2:40]1, predict the reactants needed to synthesize it. The reactants are: NC1(C2C=CC(C3C(=O)C4C(=CC=C(F)C=4)OC=3C3C=CC=CC=3)=CC=2)CCC1.C(OC(=O)[NH:36][C:37]1([C:41]2[CH:46]=[CH:45][C:44]([C:47]3[C:56](=[O:57])[C:55]4[C:50](=[CH:51][C:52]([C:60](=[O:62])[NH2:61])=[C:53]([O:58][CH3:59])[CH:54]=4)[O:49][C:48]=3[C:63]3[CH:68]=[CH:67][CH:66]=[CH:65][CH:64]=3)=[CH:43][CH:42]=2)[CH2:40][CH2:39][CH2:38]1)(C)(C)C. (7) The reactants are: Cl[C:2]1[N:7]=[C:6]([NH:8][C:9]2[CH:14]=[CH:13][CH:12]=[CH:11][C:10]=2[S:15]([NH2:18])(=[O:17])=[O:16])[CH:5]=[CH:4][N:3]=1.[NH2:19][C:20]1[CH:28]=[C:27]2[C:23]([CH:24]=[N:25][NH:26]2)=[CH:22][CH:21]=1.Cl.C(=O)(O)[O-].[Na+]. Given the product [NH:26]1[C:27]2[C:23](=[CH:22][CH:21]=[C:20]([NH:19][C:2]3[N:7]=[C:6]([NH:8][C:9]4[CH:14]=[CH:13][CH:12]=[CH:11][C:10]=4[S:15]([NH2:18])(=[O:17])=[O:16])[CH:5]=[CH:4][N:3]=3)[CH:28]=2)[CH:24]=[N:25]1, predict the reactants needed to synthesize it.